The task is: Predict which catalyst facilitates the given reaction.. This data is from Catalyst prediction with 721,799 reactions and 888 catalyst types from USPTO. (1) Reactant: [CH3:1][C:2]1[C:7]([CH3:8])=[CH:6][C:5]([N+:9]([O-])=O)=[CH:4][C:3]=1[N:12]1[C:16](=[O:17])[N:15]([CH3:18])[N:14]=[N:13]1. Product: [NH2:9][C:5]1[CH:6]=[C:7]([CH3:8])[C:2]([CH3:1])=[C:3]([N:12]2[C:16](=[O:17])[N:15]([CH3:18])[N:14]=[N:13]2)[CH:4]=1. The catalyst class is: 19. (2) Reactant: [OH:1][C:2]1[CH:7]=[CH:6][C:5]([C:8](=[O:10])[CH3:9])=[CH:4][C:3]=1[CH3:11].[OH-].[Na+].[CH3:14][C:15]1[O:19][N:18]=[C:17]([CH:20]=O)[CH:16]=1.Cl. Product: [OH:1][C:2]1[CH:7]=[CH:6][C:5]([C:8](=[O:10])/[CH:9]=[CH:20]/[C:17]2[CH:16]=[C:15]([CH3:14])[O:19][N:18]=2)=[CH:4][C:3]=1[CH3:11]. The catalyst class is: 88.